Dataset: Forward reaction prediction with 1.9M reactions from USPTO patents (1976-2016). Task: Predict the product of the given reaction. Given the reactants [Cl:1][C:2]1[CH:7]=[CH:6][C:5]([S:8](Cl)(=[O:10])=[O:9])=[CH:4][C:3]=1[N+:12]([O-:14])=[O:13].Cl.[Cl:16][C:17]1[C:21]([CH2:22][NH:23][CH3:24])=[CH:20][S:19][C:18]=1[C:25]([N:27]1[C:32]2[CH:33]=[CH:34][CH:35]=[CH:36][C:31]=2[O:30][CH2:29][CH2:28]1)=[O:26].C(N(CC)CC)C, predict the reaction product. The product is: [Cl:16][C:17]1[C:21]([CH2:22][N:23]([S:8]([C:5]2[CH:6]=[CH:7][C:2]([Cl:1])=[C:3]([N+:12]([O-:14])=[O:13])[CH:4]=2)(=[O:10])=[O:9])[CH3:24])=[CH:20][S:19][C:18]=1[C:25]([N:27]1[C:32]2[CH:33]=[CH:34][CH:35]=[CH:36][C:31]=2[O:30][CH2:29][CH2:28]1)=[O:26].